This data is from Full USPTO retrosynthesis dataset with 1.9M reactions from patents (1976-2016). The task is: Predict the reactants needed to synthesize the given product. (1) Given the product [CH3:13][O:2][C:1]([C:4]1[CH:5]=[C:6]2[C:10](=[CH:11][CH:12]=1)[NH:9][CH:8]=[CH:7]2)=[O:3], predict the reactants needed to synthesize it. The reactants are: [C:1]([C:4]1[CH:5]=[C:6]2[C:10](=[CH:11][CH:12]=1)[NH:9][CH:8]=[CH:7]2)([OH:3])=[O:2].[C:13](=O)([O-])O.[Na+].CI.CN(C)C=O. (2) Given the product [Si:1]([O:18][CH2:19][CH2:20][O:21][C:22]1[CH:27]=[CH:26][C:25]([CH2:28][CH2:29][C:30]([O:32][CH2:33][CH3:34])=[O:31])=[C:24]([O:35][C:36]2[C:41]([Cl:42])=[CH:40][C:39]([C:43]([F:46])([F:45])[F:44])=[CH:38][N:37]=2)[CH:23]=1)([C:14]([CH3:16])([CH3:15])[CH3:17])([C:8]1[CH:9]=[CH:10][CH:11]=[CH:12][CH:13]=1)[C:2]1[CH:7]=[CH:6][CH:5]=[CH:4][CH:3]=1, predict the reactants needed to synthesize it. The reactants are: [Si:1]([O:18][CH2:19][CH2:20][O:21][C:22]1[CH:27]=[CH:26][C:25](/[CH:28]=[CH:29]/[C:30]([O:32][CH2:33][CH3:34])=[O:31])=[C:24]([O:35][C:36]2[C:41]([Cl:42])=[CH:40][C:39]([C:43]([F:46])([F:45])[F:44])=[CH:38][N:37]=2)[CH:23]=1)([C:14]([CH3:17])([CH3:16])[CH3:15])([C:8]1[CH:13]=[CH:12][CH:11]=[CH:10][CH:9]=1)[C:2]1[CH:7]=[CH:6][CH:5]=[CH:4][CH:3]=1. (3) Given the product [Br-:14].[CH3:1][O:2][C:3]1[CH:8]=[CH:7][C:6]([N+:9]2[CH:13]=[CH:12][N:11]([CH2:15][CH2:16][CH3:17])[CH:10]=2)=[CH:5][CH:4]=1, predict the reactants needed to synthesize it. The reactants are: [CH3:1][O:2][C:3]1[CH:8]=[CH:7][C:6]([N:9]2[CH:13]=[CH:12][N:11]=[CH:10]2)=[CH:5][CH:4]=1.[Br:14][CH2:15][CH2:16][CH3:17]. (4) Given the product [C:24]([O:28][C:29]([N:31]1[CH2:37][CH2:36][CH2:35][N:34]([C:7](=[O:9])[C:6]2[CH:5]=[CH:4][C:3]([C:2]([F:1])([F:13])[F:12])=[CH:11][CH:10]=2)[CH2:33][CH2:32]1)=[O:30])([CH3:27])([CH3:25])[CH3:26], predict the reactants needed to synthesize it. The reactants are: [F:1][C:2]([F:13])([F:12])[C:3]1[CH:11]=[CH:10][C:6]([C:7]([OH:9])=O)=[CH:5][CH:4]=1.ON1C2C=CC=CC=2N=N1.[C:24]([O:28][C:29]([N:31]1[CH2:37][CH2:36][CH2:35][NH:34][CH2:33][CH2:32]1)=[O:30])([CH3:27])([CH3:26])[CH3:25].CN(C1C=CC=CN=1)C. (5) Given the product [C:1]([C:3]1[CH:4]=[C:5]([S:10]([NH:13][C:14]2[CH:19]=[CH:18][C:17]([F:20])=[CH:16][N:15]=2)(=[O:11])=[O:12])[CH:6]=[CH:7][C:8]=1[O:41][C:39]1[CH:38]=[C:37]([Cl:42])[C:34]([C:35]#[N:36])=[C:33]([Cl:32])[CH:40]=1)#[N:2], predict the reactants needed to synthesize it. The reactants are: [C:1]([C:3]1[CH:4]=[C:5]([S:10]([N:13](CC2C=CC(OC)=CC=2OC)[C:14]2[CH:19]=[CH:18][C:17]([F:20])=[CH:16][N:15]=2)(=[O:12])=[O:11])[CH:6]=[CH:7][C:8]=1F)#[N:2].[Cl:32][C:33]1[CH:40]=[C:39]([OH:41])[CH:38]=[C:37]([Cl:42])[C:34]=1[C:35]#[N:36]. (6) The reactants are: [Li+].CC([N-]C(C)C)C.C(NC(C)C)(C)C.C([Li])CCC.[CH:21]1([C:24]([O:26][C:27]([CH3:30])([CH3:29])[CH3:28])=[O:25])[CH2:23][CH2:22]1.[F:31][C:32]1([F:39])[CH2:37][CH2:36][C:35](=[O:38])[CH2:34][CH2:33]1. Given the product [F:31][C:32]1([F:39])[CH2:37][CH2:36][C:35]([C:21]2([C:24]([O:26][C:27]([CH3:30])([CH3:29])[CH3:28])=[O:25])[CH2:23][CH2:22]2)([OH:38])[CH2:34][CH2:33]1, predict the reactants needed to synthesize it. (7) Given the product [CH3:26][C:20]1[CH:19]=[CH:18][C:17]2[C:22](=[CH:23][CH:24]=[CH:25][C:16]=2[N:13]2[CH2:14][CH2:15][N:10]([CH2:9][CH2:8][C:4]3[CH:3]=[C:2]([N:31]4[CH2:27][C@@H:28]5[CH2:35][CH2:34][CH2:33][N:29]5[C:30]4=[O:32])[CH:7]=[CH:6][CH:5]=3)[CH2:11][CH2:12]2)[N:21]=1, predict the reactants needed to synthesize it. The reactants are: I[C:2]1[CH:3]=[C:4]([CH2:8][CH2:9][N:10]2[CH2:15][CH2:14][N:13]([C:16]3[CH:25]=[CH:24][CH:23]=[C:22]4[C:17]=3[CH:18]=[CH:19][C:20]([CH3:26])=[N:21]4)[CH2:12][CH2:11]2)[CH:5]=[CH:6][CH:7]=1.[CH2:27]1[NH:31][C:30](=[O:32])[N:29]2[CH2:33][CH2:34][CH2:35][C@@H:28]12.